This data is from Reaction yield outcomes from USPTO patents with 853,638 reactions. The task is: Predict the reaction yield, written as a fraction of the theoretical maximum amount of product (1.0 means a 100% yield; for example, 0.34 means a 34% yield). (1) The reactants are [NH2:1][C:2]1[CH:7]=[CH:6][CH:5]=[C:4]([Br:8])[N:3]=1.Cl[CH:10](Cl)[C:11]([CH2:13]Cl)=O.C(COC)[O:17]C. No catalyst specified. The product is [Br:8][C:4]1[N:3]2[CH:10]=[C:11]([CH:13]=[O:17])[N:1]=[C:2]2[CH:7]=[CH:6][CH:5]=1. The yield is 0.720. (2) The catalyst is CN(C)C=O. The product is [C:1]([C:5]1[CH:9]=[C:8]([CH2:10][CH2:11][C:12]2[CH:13]=[CH:14][CH:15]=[CH:16][CH:17]=2)[N:7]([CH2:21][C:22]2[CH:31]=[CH:30][C:25]([C:26]([O:28][CH3:29])=[O:27])=[CH:24][CH:23]=2)[N:6]=1)([CH3:4])([CH3:2])[CH3:3]. The reactants are [C:1]([C:5]1[CH:9]=[C:8]([CH2:10][CH2:11][C:12]2[CH:17]=[CH:16][CH:15]=[CH:14][CH:13]=2)[NH:7][N:6]=1)([CH3:4])([CH3:3])[CH3:2].[H-].[Na+].Br[CH2:21][C:22]1[CH:31]=[CH:30][C:25]([C:26]([O:28][CH3:29])=[O:27])=[CH:24][CH:23]=1.Cl. The yield is 0.680.